From a dataset of Full USPTO retrosynthesis dataset with 1.9M reactions from patents (1976-2016). Predict the reactants needed to synthesize the given product. (1) Given the product [C:1]([NH:4][C:5]1[CH:6]=[C:7]2[C:11](=[CH:12][C:13]=1[Br:14])[CH:10]([NH:16][C:17]1[CH:29]=[CH:28][C:20]([C:21]([O:23][C:24]([CH3:26])([CH3:27])[CH3:25])=[O:22])=[C:19]([F:30])[CH:18]=1)[CH2:9][CH2:8]2)(=[O:3])[CH3:2], predict the reactants needed to synthesize it. The reactants are: [C:1]([NH:4][C:5]1[CH:6]=[C:7]2[C:11](=[CH:12][C:13]=1[Br:14])[C:10](=O)[CH2:9][CH2:8]2)(=[O:3])[CH3:2].[NH2:16][C:17]1[CH:29]=[CH:28][C:20]([C:21]([O:23][C:24]([CH3:27])([CH3:26])[CH3:25])=[O:22])=[C:19]([F:30])[CH:18]=1.[B][B][B][B][B][B][B][B][B][B]. (2) Given the product [CH2:7]([O:9][C:10]([C:12]1([CH:2]=[O:3])[CH2:14][CH2:13]1)=[O:11])[CH3:8], predict the reactants needed to synthesize it. The reactants are: C(O)(=O)[C:2](O)=[O:3].[CH2:7]([O:9][C:10]([CH:12]1[CH2:14][CH2:13]1)=[O:11])[CH3:8]. (3) Given the product [N+:1]([C:4]1[CH:5]=[C:6]2[C:10](=[CH:11][CH:12]=1)[NH:9][CH:8]=[C:7]2[C:29]1[CH2:30][CH2:31][N:26]([C:18]([C:19]2[CH:24]=[CH:23][CH:22]=[CH:21][CH:20]=2)=[O:25])[CH2:27][CH:28]=1)([O-:3])=[O:2], predict the reactants needed to synthesize it. The reactants are: [N+:1]([C:4]1[CH:5]=[C:6]2[C:10](=[CH:11][CH:12]=1)[NH:9][CH:8]=[CH:7]2)([O-:3])=[O:2].N1CCCC1.[C:18]([N:26]1[CH2:31][CH2:30][C:29](=O)[CH2:28][CH2:27]1)(=[O:25])[C:19]1[CH:24]=[CH:23][CH:22]=[CH:21][CH:20]=1. (4) Given the product [C:16]([O:15][C:13]([CH:12]1[NH:11][C:2]2[N:3]=[CH:4][N:5]=[C:6]([Cl:10])[C:7]=2[CH:8]1[OH:9])=[O:14])([CH3:19])([CH3:18])[CH3:17], predict the reactants needed to synthesize it. The reactants are: Cl[C:2]1[C:7]([CH:8]=[O:9])=[C:6]([Cl:10])[N:5]=[CH:4][N:3]=1.[NH2:11][CH2:12][C:13]([O:15][C:16]([CH3:19])([CH3:18])[CH3:17])=[O:14].C(N(CC)CC)C. (5) Given the product [Cl:25][C:26]1[CH:27]=[CH:28][C:29]([S:32][C:33]2[C:41]3[C:36](=[CH:37][CH:38]=[C:39]([CH3:42])[CH:40]=3)[NH:35][C:34]=2[C:43]([O:45][C:2]2[CH:3]=[CH:4][CH:5]=[CH:6][CH:7]=2)=[O:44])=[CH:30][CH:31]=1, predict the reactants needed to synthesize it. The reactants are: Cl[C:2]1[CH:3]=[C:4](SC2[C:7]3[C:2](=[CH:3][C:4](C)=[CH:5][CH:6]=3)NC=2CCC(N)=O)[CH:5]=[C:6](Cl)[CH:7]=1.[Cl:25][C:26]1[CH:31]=[CH:30][C:29]([S:32][C:33]2[C:41]3[C:36](=[CH:37][CH:38]=[C:39]([CH3:42])[CH:40]=3)[NH:35][C:34]=2[C:43]([OH:45])=[O:44])=[CH:28][CH:27]=1.C(Cl)(=O)C(Cl)=O.C1(O)C=CC=CC=1.CCN(CC)CC.